The task is: Predict the reactants needed to synthesize the given product.. This data is from Full USPTO retrosynthesis dataset with 1.9M reactions from patents (1976-2016). (1) Given the product [F:23][C:2]([F:1])([F:22])[C:3]1[CH:21]=[CH:20][C:6]([CH2:7][N:8]2[CH2:13][CH2:12][N:11]([CH2:14][C:15]([NH:24][NH2:25])=[O:17])[CH2:10][CH2:9]2)=[CH:5][CH:4]=1, predict the reactants needed to synthesize it. The reactants are: [F:1][C:2]([F:23])([F:22])[C:3]1[CH:21]=[CH:20][C:6]([CH2:7][N:8]2[CH2:13][CH2:12][N:11]([CH2:14][C:15]([O:17]CC)=O)[CH2:10][CH2:9]2)=[CH:5][CH:4]=1.[NH2:24][NH2:25]. (2) Given the product [C:45]([O:49][C:50]([N:52]1[CH2:57][CH2:56][CH:55]([CH2:58][CH2:59][CH2:60][O:8][C:5]2[CH:6]=[CH:7][C:2]([Br:1])=[C:3]([F:9])[CH:4]=2)[CH2:54][CH2:53]1)=[O:51])([CH3:48])([CH3:47])[CH3:46], predict the reactants needed to synthesize it. The reactants are: [Br:1][C:2]1[CH:7]=[CH:6][C:5]([OH:8])=[CH:4][C:3]=1[F:9].CC(OC(/N=N/C(OC(C)(C)C)=O)=O)(C)C.C1C=CC(P(C2C=CC=CC=2)C2C=CC=CC=2)=CC=1.[C:45]([O:49][C:50]([N:52]1[CH2:57][CH2:56][CH:55]([CH2:58][CH2:59][CH2:60]O)[CH2:54][CH2:53]1)=[O:51])([CH3:48])([CH3:47])[CH3:46]. (3) Given the product [ClH:1].[S:12]1[CH:16]=[CH:15][C:14]2[C:17]([N:21]3[CH2:22][CH2:23][N:24]([CH2:27][CH2:28][CH2:29][O:30][C:4]4[CH:3]=[CH:2][C:11]5[C:6](=[CH:7][CH:8]=[CH:9][CH:10]=5)[N:5]=4)[CH2:25][CH2:26]3)=[CH:18][CH:19]=[CH:20][C:13]1=2, predict the reactants needed to synthesize it. The reactants are: [Cl:1][C:2]1[C:11]2[C:6](=[CH:7][CH:8]=[CH:9][CH:10]=2)[N:5]=[CH:4][CH:3]=1.[S:12]1[CH:16]=[CH:15][C:14]2[C:17]([N:21]3[CH2:26][CH2:25][N:24]([CH2:27][CH2:28][CH2:29][OH:30])[CH2:23][CH2:22]3)=[CH:18][CH:19]=[CH:20][C:13]1=2.C(=O)([O-])[O-].[K+].[K+].CN(C)C=O.